Dataset: Reaction yield outcomes from USPTO patents with 853,638 reactions. Task: Predict the reaction yield, written as a fraction of the theoretical maximum amount of product (1.0 means a 100% yield; for example, 0.34 means a 34% yield). (1) The reactants are [CH3:1][O:2][C:3]1[C:7]2[C:8](=[O:25])[N:9]([CH2:16][C:17](=[O:24])[C:18]3[CH:23]=[CH:22][CH:21]=[CH:20][CH:19]=3)[C:10]3[CH:11]=[CH:12][CH:13]=[CH:14][C:15]=3[C:6]=2[S:5][C:4]=1[C:26]([N:28]([CH3:39])[CH2:29][CH2:30][NH:31]C(=O)OC(C)(C)C)=[O:27].C(OC(=O)C)C.[ClH:46]. The product is [ClH:46].[NH2:31][CH2:30][CH2:29][N:28]([CH3:39])[C:26]([C:4]1[S:5][C:6]2[C:15]3[CH:14]=[CH:13][CH:12]=[CH:11][C:10]=3[N:9]([CH2:16][C:17](=[O:24])[C:18]3[CH:19]=[CH:20][CH:21]=[CH:22][CH:23]=3)[C:8](=[O:25])[C:7]=2[C:3]=1[O:2][CH3:1])=[O:27]. The yield is 0.480. The catalyst is C(OCC)(=O)C. (2) The reactants are [O:1]=[C:2]1[C:6]2([CH2:11][CH2:10][N:9]([C:12]([O:14][C:15]([CH3:18])([CH3:17])[CH3:16])=[O:13])[CH2:8][CH2:7]2)[N:5]([C:19]2[CH:24]=[CH:23][CH:22]=[CH:21][CH:20]=2)[CH2:4][NH:3]1.Br[C@H:26]([C:31]1[CH:36]=[CH:35][CH:34]=[CH:33][CH:32]=1)[C:27]([O:29][CH3:30])=[O:28].C(=O)([O-])[O-].[K+].[K+]. The catalyst is CN(C)C=O. The product is [CH3:30][O:29][C:27](=[O:28])[C@H:26]([N:3]1[C:2](=[O:1])[C:6]2([CH2:7][CH2:8][N:9]([C:12]([O:14][C:15]([CH3:18])([CH3:17])[CH3:16])=[O:13])[CH2:10][CH2:11]2)[N:5]([C:19]2[CH:20]=[CH:21][CH:22]=[CH:23][CH:24]=2)[CH2:4]1)[C:31]1[CH:32]=[CH:33][CH:34]=[CH:35][CH:36]=1. The yield is 0.711.